Dataset: Reaction yield outcomes from USPTO patents with 853,638 reactions. Task: Predict the reaction yield, written as a fraction of the theoretical maximum amount of product (1.0 means a 100% yield; for example, 0.34 means a 34% yield). (1) The reactants are Br[C:2]1[CH:3]=[C:4]([NH:10][C:11]2[CH:20]=[C:14]3[CH2:15][N:16]([CH3:19])[CH2:17][CH2:18][N:13]3[N:12]=2)[C:5](=[O:9])[N:6]([CH3:8])[CH:7]=1.[C:21]([O:24][CH2:25][C:26]1[C:31]([N:32]2[CH2:43][CH2:42][N:41]3[C:34](=[CH:35][C:36]4[CH2:37][C:38]([CH3:45])([CH3:44])[CH2:39][C:40]=43)[C:33]2=[O:46])=[CH:30][C:29]([F:47])=[CH:28][C:27]=1B1OC(C)(C)C(C)(C)O1)(=[O:23])[CH3:22].COCCOC.C(=O)([O-])[O-].[Na+].[Na+]. The catalyst is C1C=CC([P]([Pd]([P](C2C=CC=CC=2)(C2C=CC=CC=2)C2C=CC=CC=2)([P](C2C=CC=CC=2)(C2C=CC=CC=2)C2C=CC=CC=2)[P](C2C=CC=CC=2)(C2C=CC=CC=2)C2C=CC=CC=2)(C2C=CC=CC=2)C2C=CC=CC=2)=CC=1.O.C(OCC)(=O)C. The product is [F:47][C:29]1[CH:28]=[C:27]([C:2]2[CH:3]=[C:4]([NH:10][C:11]3[CH:20]=[C:14]4[CH2:15][N:16]([CH3:19])[CH2:17][CH2:18][N:13]4[N:12]=3)[C:5](=[O:9])[N:6]([CH3:8])[CH:7]=2)[C:26]([CH2:25][O:24][C:21](=[O:23])[CH3:22])=[C:31]([N:32]2[CH2:43][CH2:42][N:41]3[C:34](=[CH:35][C:36]4[CH2:37][C:38]([CH3:44])([CH3:45])[CH2:39][C:40]=43)[C:33]2=[O:46])[CH:30]=1. The yield is 0.370. (2) The reactants are C(C1C=C[S:6]C=1)(=O)C.[S:9]1[CH:13]=[CH:12][C:11]([C:14]([CH2:16][C:17]#[N:18])=[O:15])=[CH:10]1.[CH2:19]([CH:26]1[CH2:31][CH2:30][C:29](=O)[CH2:28][CH2:27]1)[C:20]1[CH:25]=[CH:24][CH:23]=[CH:22][CH:21]=1.N1CCOCC1.[S]. No catalyst specified. The product is [NH2:18][C:17]1[S:6][C:28]2[CH2:27][CH:26]([CH2:19][C:20]3[CH:25]=[CH:24][CH:23]=[CH:22][CH:21]=3)[CH2:31][CH2:30][C:29]=2[C:16]=1[C:14]([C:11]1[CH:12]=[CH:13][S:9][CH:10]=1)=[O:15]. The yield is 0.650. (3) The reactants are [CH3:1][O:2][C:3]1[CH:8]=[CH:7][C:6]([CH:9]=[CH:10][C:11]([OH:13])=O)=[CH:5][CH:4]=1.[CH3:14][CH:15]([CH3:22])[CH2:16][CH:17]([NH2:21])[CH2:18][CH2:19][CH3:20]. The product is [CH3:1][O:2][C:3]1[CH:4]=[CH:5][C:6]([CH:9]=[CH:10][C:11]([NH:21][CH:17]([CH2:18][CH2:19][CH3:20])[CH2:16][CH:15]([CH3:22])[CH3:14])=[O:13])=[CH:7][CH:8]=1. The yield is 0.650. No catalyst specified. (4) The reactants are C[O:2][C:3]([C:5]1[NH:6][C:7]2[C:12]([CH:13]=1)=[CH:11][CH:10]=[CH:9][C:8]=2[N+:14]([O-:16])=[O:15])=[O:4].[OH-].[Na+].Cl. The catalyst is O1CCCC1.O. The product is [N+:14]([C:8]1[CH:9]=[CH:10][CH:11]=[C:12]2[C:7]=1[NH:6][C:5]([C:3]([OH:4])=[O:2])=[CH:13]2)([O-:16])=[O:15]. The yield is 0.990. (5) The reactants are Br[C:2]1[CH:20]=[CH:19][C:5]([CH2:6][N:7]2[CH:11]=[C:10]([C:12]3[C:13]([NH2:18])=[N:14][CH:15]=[CH:16][CH:17]=3)[CH:9]=[N:8]2)=[CH:4][CH:3]=1.[O:21]1[CH2:26]CO[CH2:23][CH2:22]1.C(=O)([O-])[O-].[Cs+].[Cs+].C1(P(C2C=CC=CC=2)C2C=CC3C(=CC=CC=3)C=2C2C3C(=CC=CC=3)C=CC=2P(C2C=CC=CC=2)C2C=CC=CC=2)C=CC=CC=1. The catalyst is C([O-])(=O)C.[Pd+2].C([O-])(=O)C.C(OCC)(=O)C.O. The product is [CH2:22]([O:21][CH2:26][C:2]1[CH:20]=[CH:19][C:5]([CH2:6][N:7]2[CH:11]=[C:10]([C:12]3[C:13]([NH2:18])=[N:14][CH:15]=[CH:16][CH:17]=3)[CH:9]=[N:8]2)=[CH:4][CH:3]=1)[CH3:23]. The yield is 0.170.